From a dataset of Full USPTO retrosynthesis dataset with 1.9M reactions from patents (1976-2016). Predict the reactants needed to synthesize the given product. (1) Given the product [C:1]([N:4]1[CH2:5][CH2:6][CH:7]([N:10]([CH:22]2[CH2:27][CH2:26][CH2:25][CH2:24][CH2:23]2)[C:11]([NH:13][C:14]2[S:15][C:16]([S:19][CH2:37][CH2:38][N:39]3[CH2:43][CH2:42][CH2:41][CH2:40]3)=[CH:17][N:18]=2)=[O:12])[CH2:8][CH2:9]1)(=[O:3])[CH3:2], predict the reactants needed to synthesize it. The reactants are: [C:1]([N:4]1[CH2:9][CH2:8][CH:7]([N:10]([CH:22]2[CH2:27][CH2:26][CH2:25][CH2:24][CH2:23]2)[C:11]([NH:13][C:14]2[S:15][C:16]([S:19]C#N)=[CH:17][N:18]=2)=[O:12])[CH2:6][CH2:5]1)(=[O:3])[CH3:2].SC[C@@H]([C@@H](CS)O)O.Cl[CH2:37][CH2:38][N:39]1[CH2:43][CH2:42][CH2:41][CH2:40]1. (2) Given the product [C:1]1([S:7]([NH:10][C:11]2[CH:19]=[CH:18][C:17]3[N:16]4[CH2:20][CH2:21][CH2:22][C:15]4=[CH:14][C:13]=3[CH:12]=2)(=[O:8])=[O:9])[CH:2]=[CH:3][CH:4]=[CH:5][CH:6]=1, predict the reactants needed to synthesize it. The reactants are: [C:1]1([S:7]([NH:10][C:11]2[CH:19]=[CH:18][C:17]3[N:16]4[CH2:20][CH2:21][CH2:22][C:15]4=[CH:14][C:13]=3[C:12]=2C(OC)=O)(=[O:9])=[O:8])[CH:6]=[CH:5][CH:4]=[CH:3][CH:2]=1.[OH-].[Li+].C(O)=O.